Dataset: Forward reaction prediction with 1.9M reactions from USPTO patents (1976-2016). Task: Predict the product of the given reaction. (1) Given the reactants [N:1]1([C:10]2[N:18]=[C:17](Cl)[N:16]=[C:15]3[C:11]=2[N:12]=[CH:13][NH:14]3)[C:5]2[CH:6]=[CH:7][CH:8]=[CH:9][C:4]=2[N:3]=[CH:2]1.[CH3:20][NH2:21], predict the reaction product. The product is: [N:1]1([C:10]2[N:18]=[C:17]([NH:21][CH3:20])[N:16]=[C:15]3[C:11]=2[N:12]=[CH:13][NH:14]3)[C:5]2[CH:6]=[CH:7][CH:8]=[CH:9][C:4]=2[N:3]=[CH:2]1. (2) Given the reactants [F:1][C:2]1[CH:3]=[C:4]([CH:7]=[CH:8][C:9]=1[O:10][CH3:11])[CH:5]=O.C([O-])(=O)C.[Na+].Cl.[NH2:18][OH:19], predict the reaction product. The product is: [F:1][C:2]1[CH:3]=[C:4]([CH:7]=[CH:8][C:9]=1[O:10][CH3:11])[CH:5]=[N:18][OH:19]. (3) Given the reactants [C:1]([Si:5]([O:18][CH2:19][C:20]([CH3:44])=[CH:21][CH2:22][CH2:23][C:24]([CH3:43])=[CH:25][CH2:26][C:27]1[C:32]([O:33][CH2:34][O:35][CH3:36])=[CH:31][C:30]([CH2:37]I)=[CH:29][C:28]=1[O:39][CH2:40][O:41][CH3:42])([C:12]1[CH:17]=[CH:16][CH:15]=[CH:14][CH:13]=1)[C:6]1[CH:11]=[CH:10][CH:9]=[CH:8][CH:7]=1)([CH3:4])([CH3:3])[CH3:2].[I-].[Na+].CCOCC.[P:52]([O:59]CC)([O:56][CH2:57][CH3:58])[O:53][CH2:54][CH3:55], predict the reaction product. The product is: [CH2:54]([O:53][P:52]([CH2:37][C:30]1[CH:31]=[C:32]([O:33][CH2:34][O:35][CH3:36])[C:27]([CH2:26][CH:25]=[C:24]([CH3:43])[CH2:23][CH2:22][CH:21]=[C:20]([CH3:44])[CH2:19][O:18][Si:5]([C:1]([CH3:2])([CH3:3])[CH3:4])([C:6]2[CH:7]=[CH:8][CH:9]=[CH:10][CH:11]=2)[C:12]2[CH:13]=[CH:14][CH:15]=[CH:16][CH:17]=2)=[C:28]([O:39][CH2:40][O:41][CH3:42])[CH:29]=1)(=[O:59])[O:56][CH2:57][CH3:58])[CH3:55]. (4) Given the reactants [C:1]([C:5]1[NH:6][C:7]2[N:8]([CH:28]=1)[C:9](=O)[C:10]([C:16]1[C:20]3[CH:21]=[CH:22][C:23]([O:25][CH3:26])=[CH:24][C:19]=3[O:18][CH:17]=1)=[C:11]([CH3:15])[C:12]=2[C:13]#[N:14])([CH3:4])([CH3:3])[CH3:2].P(Cl)(Cl)([Cl:31])=O, predict the reaction product. The product is: [C:1]([C:5]1[N:6]=[C:7]2[C:12]([C:13]#[N:14])=[C:11]([CH3:15])[C:10]([C:16]3[C:20]4[CH:21]=[CH:22][C:23]([O:25][CH3:26])=[CH:24][C:19]=4[O:18][CH:17]=3)=[C:9]([Cl:31])[N:8]2[CH:28]=1)([CH3:4])([CH3:3])[CH3:2]. (5) Given the reactants [CH:1]1[C:10]2[C:5](=[CH:6][CH:7]=[CH:8][CH:9]=2)[CH:4]=[C:3]([N:11]2[CH2:16][CH2:15][N:14]([C:17]3[C:18]([C:31]4[CH:36]=[CH:35][CH:34]=[CH:33][CH:32]=4)=[N:19][C:20]4[C:25]([N:26]=3)=[CH:24][C:23]([C:27]([O:29]C)=[O:28])=[CH:22][CH:21]=4)[CH2:13][CH2:12]2)[N:2]=1.[OH-].[Na+].Cl, predict the reaction product. The product is: [C:31]1([C:18]2[C:17]([N:14]3[CH2:15][CH2:16][N:11]([C:3]4[CH:4]=[CH:5][C:6]5[C:1](=[CH:10][CH:9]=[CH:8][CH:7]=5)[N:2]=4)[CH2:12][CH2:13]3)=[N:26][C:25]3[C:20](=[CH:21][CH:22]=[C:23]([C:27]([OH:29])=[O:28])[CH:24]=3)[N:19]=2)[CH:32]=[CH:33][CH:34]=[CH:35][CH:36]=1. (6) Given the reactants [C:1]([Cl:6])(=O)[C:2](Cl)=O.Cl[C:8]1[C:16]([CH3:17])=[CH:15][CH:14]=[CH:13][C:9]=1[C:10](O)=O.Cl[C:19]1[CH:27]=[C:23]([C:24](O)=[O:25])[C:22]([NH2:28])=CC=1.[Cl:29][C:30]1[CH:36]=[CH:35][C:33]([NH2:34])=[CH:32][C:31]=1[F:37].[Cl:38]CCl, predict the reaction product. The product is: [Cl:6][C:1]1[CH:2]=[C:22]2[C:23]([C:24](=[O:25])[N:34]([C:33]3[CH:35]=[CH:36][C:30]([Cl:29])=[C:31]([F:37])[CH:32]=3)[C:10]([C:9]3[CH:8]=[C:16]([CH3:17])[CH:15]=[CH:14][C:13]=3[Cl:38])=[N:28]2)=[CH:27][CH:19]=1. (7) Given the reactants [CH3:1][C:2]1[C:6]2[C:7](=[O:18])[N:8]([CH2:11][CH2:12][N:13]3[CH2:17][CH2:16][CH2:15][CH2:14]3)[CH2:9][CH2:10][C:5]=2[NH:4][C:3]=1[CH:19]=O.[O:21]=[C:22]1[CH2:30][C:29]2[C:24](=[CH:25][CH:26]=[C:27]([NH:31][CH:32]=[O:33])[CH:28]=2)[NH:23]1, predict the reaction product. The product is: [CH3:1][C:2]1[C:6]2[C:7](=[O:18])[N:8]([CH2:11][CH2:12][N:13]3[CH2:14][CH2:15][CH2:16][CH2:17]3)[CH2:9][CH2:10][C:5]=2[NH:4][C:3]=1[CH:19]=[C:30]1[C:29]2[C:24](=[CH:25][CH:26]=[C:27]([NH:31][CH:32]=[O:33])[CH:28]=2)[NH:23][C:22]1=[O:21]. (8) The product is: [F:1][C:2]1[CH:19]=[CH:18][CH:17]=[CH:16][C:3]=1[CH2:4][O:5][C:6]1[CH:11]=[CH:10][C:9]([N+:12]([O-:14])=[O:13])=[CH:8][C:7]=1[C:25]#[C:24][Si:21]([CH3:23])([CH3:22])[CH3:20]. Given the reactants [F:1][C:2]1[CH:19]=[CH:18][CH:17]=[CH:16][C:3]=1[CH2:4][O:5][C:6]1[CH:11]=[CH:10][C:9]([N+:12]([O-:14])=[O:13])=[CH:8][C:7]=1I.[CH3:20][Si:21]([C:24]#[CH:25])([CH3:23])[CH3:22].C(N(CC)CC)C, predict the reaction product. (9) The product is: [CH2:3]([N:5]([CH3:26])[C:6]([CH:8]1[CH2:11][C:10]([C:13]2[CH:18]=[CH:17][C:16]([CH2:19][N:20]3[CH2:24][CH2:23][CH2:22][CH2:21]3)=[C:15]([F:25])[CH:14]=2)([O:12][CH3:27])[CH2:9]1)=[O:7])[CH3:4]. Given the reactants [H-].[Na+].[CH2:3]([N:5]([CH3:26])[C:6]([CH:8]1[CH2:11][C:10]([C:13]2[CH:18]=[CH:17][C:16]([CH2:19][N:20]3[CH2:24][CH2:23][CH2:22][CH2:21]3)=[C:15]([F:25])[CH:14]=2)([OH:12])[CH2:9]1)=[O:7])[CH3:4].[CH3:27]I, predict the reaction product. (10) Given the reactants Cl.Cl.[F:3][C:4]1[CH:9]=[CH:8][C:7]([C:10]2[CH:11]=[N:12][C:13]([N:16]3[CH2:21][CH2:20][NH:19][CH2:18][CH2:17]3)=[N:14][CH:15]=2)=[CH:6][CH:5]=1.[CH2:22]([C@@H:29]1[CH2:33][O:32][C:31](=[O:34])[N:30]1[C:35](=[O:45])[C@H:36]([CH2:40][S:41](Cl)(=[O:43])=[O:42])[CH:37]([CH3:39])[CH3:38])[C:23]1[CH:28]=[CH:27][CH:26]=[CH:25][CH:24]=1.C(N(CC)CC)C, predict the reaction product. The product is: [CH2:22]([C@@H:29]1[CH2:33][O:32][C:31](=[O:34])[N:30]1[C:35](=[O:45])[C@H:36]([CH2:40][S:41]([N:19]1[CH2:20][CH2:21][N:16]([C:13]2[N:14]=[CH:15][C:10]([C:7]3[CH:8]=[CH:9][C:4]([F:3])=[CH:5][CH:6]=3)=[CH:11][N:12]=2)[CH2:17][CH2:18]1)(=[O:43])=[O:42])[CH:37]([CH3:39])[CH3:38])[C:23]1[CH:28]=[CH:27][CH:26]=[CH:25][CH:24]=1.